Task: Predict the reaction yield, written as a fraction of the theoretical maximum amount of product (1.0 means a 100% yield; for example, 0.34 means a 34% yield).. Dataset: Reaction yield outcomes from USPTO patents with 853,638 reactions (1) The reactants are [CH3:1][N:2]1[C:6]([CH3:7])=[C:5]([C:8]2[CH:9]=[C:10]3[C:14](=[CH:15][CH:16]=2)[NH:13][CH2:12][CH2:11]3)[CH:4]=[N:3]1.Br[C:18]1[C:22]2[CH2:23][N:24]([C:27](=[O:29])[CH3:28])[CH2:25][CH2:26][C:21]=2[N:20]([CH:30]2[CH2:34][CH2:33][O:32][CH2:31]2)[N:19]=1.COC(C)(C)C.C1(P(C2CCCCC2)C2C=CC=CC=2C2C(OC(C)C)=CC=CC=2OC(C)C)CCCCC1.CC([O-])(C)C.[Na+]. The catalyst is O1CCOCC1. The product is [CH3:1][N:2]1[C:6]([CH3:7])=[C:5]([C:8]2[CH:9]=[C:10]3[C:14](=[CH:15][CH:16]=2)[N:13]([C:18]2[C:22]4[CH2:23][N:24]([C:27](=[O:29])[CH3:28])[CH2:25][CH2:26][C:21]=4[N:20]([CH:30]4[CH2:34][CH2:33][O:32][CH2:31]4)[N:19]=2)[CH2:12][CH2:11]3)[CH:4]=[N:3]1. The yield is 0.240. (2) The reactants are Cl.Cl.[NH2:3][CH2:4][C@@:5]1([OH:13])[CH:10]2[CH2:11][CH2:12][N:7]([CH2:8][CH2:9]2)[CH2:6]1.C([O-])([O-])=O.[Cs+].[Cs+].[Br:20][C:21]1[CH:30]=[CH:29][CH:28]=[C:27]2[C:22]=1[CH:23]=[C:24]([N:31]=[C:32]=S)[N:25]=[CH:26]2.C(N=C=NC(C)C)(C)C. The catalyst is CN(C)C=O. The product is [Br:20][C:21]1[CH:30]=[CH:29][CH:28]=[C:27]2[C:22]=1[CH:23]=[C:24]([NH:31][C:32]1[O:13][C@:5]3([CH2:4][N:3]=1)[CH:10]1[CH2:9][CH2:8][N:7]([CH2:12][CH2:11]1)[CH2:6]3)[N:25]=[CH:26]2. The yield is 0.700. (3) The reactants are [CH3:1][C:2]1[O:6][N:5]=[CH:4][C:3]=1[C:7]([OH:9])=O.S(Cl)(Cl)=O.[NH2:14][C:15]1([C:21](O)=[O:22])[CH2:20][CH2:19][CH2:18][CH2:17][CH2:16]1.C(=O)([O-])O.[Na+].Cl.C(N=C=NCCCN(C)C)C. The catalyst is C1(C)C=CC=CC=1.O. The product is [CH3:1][C:2]1[O:6][N:5]=[CH:4][C:3]=1[C:7]1[O:9][C:21](=[O:22])[C:15]2([CH2:20][CH2:19][CH2:18][CH2:17][CH2:16]2)[N:14]=1. The yield is 0.160. (4) The reactants are [F:1][C:2]([F:16])([F:15])[CH:3]([C:11]([F:14])([F:13])[F:12])[CH:4]([C:6]([O:8][CH2:9][CH3:10])=[O:7])[NH2:5].N1C=CC=CC=1.[Br:23][C:24]1[S:28][C:27]([S:29](Cl)(=[O:31])=[O:30])=[CH:26][CH:25]=1.CCOC(C)=O.CCCCCC. The catalyst is C(Cl)Cl. The product is [Br:23][C:24]1[S:28][C:27]([S:29]([NH:5][CH:4]([C:6]([O:8][CH2:9][CH3:10])=[O:7])[CH:3]([C:11]([F:13])([F:12])[F:14])[C:2]([F:15])([F:16])[F:1])(=[O:31])=[O:30])=[CH:26][CH:25]=1. The yield is 0.800.